Dataset: Forward reaction prediction with 1.9M reactions from USPTO patents (1976-2016). Task: Predict the product of the given reaction. Given the reactants [Br:1][C:2]1[CH:3]=[C:4]([CH2:9][C:10]([OH:12])=[O:11])[CH:5]=[CH:6][C:7]=1[F:8].S(=O)(=O)(O)O.[CH2:18](O)[CH3:19], predict the reaction product. The product is: [CH2:18]([O:11][C:10](=[O:12])[CH2:9][C:4]1[CH:5]=[CH:6][C:7]([F:8])=[C:2]([Br:1])[CH:3]=1)[CH3:19].